This data is from Catalyst prediction with 721,799 reactions and 888 catalyst types from USPTO. The task is: Predict which catalyst facilitates the given reaction. (1) Reactant: [C:1]([O:5][C:6]([N:8]1[CH2:13][CH2:12][C:11]([C:15](=O)[NH2:16])([CH3:14])[CH2:10][CH2:9]1)=[O:7])([CH3:4])([CH3:3])[CH3:2].COC1C=CC(P2(SP(C3C=CC(OC)=CC=3)(=S)S2)=[S:27])=CC=1. Product: [C:1]([O:5][C:6]([N:8]1[CH2:13][CH2:12][C:11]([CH3:14])([C:15](=[S:27])[NH2:16])[CH2:10][CH2:9]1)=[O:7])([CH3:4])([CH3:3])[CH3:2]. The catalyst class is: 1. (2) Reactant: [CH3:1][N:2]([CH3:11])[C:3]1[CH:10]=[CH:9][C:6]([C:7]#[N:8])=[CH:5][CH:4]=1.[Br:12]N1C(=O)CCC1=O. Product: [Br:12][C:4]1[CH:5]=[C:6]([CH:9]=[CH:10][C:3]=1[N:2]([CH3:11])[CH3:1])[C:7]#[N:8]. The catalyst class is: 4.